Dataset: Full USPTO retrosynthesis dataset with 1.9M reactions from patents (1976-2016). Task: Predict the reactants needed to synthesize the given product. (1) Given the product [CH2:19]([C:13]1[C:12]([CH2:11][O:10][C:8]2[CH:9]=[C:5]([C:3]([OH:4])=[O:2])[N:6]([CH3:23])[N:7]=2)=[C:16]([CH2:17][OH:18])[O:15][N:14]=1)[CH2:20][CH2:21][CH3:22], predict the reactants needed to synthesize it. The reactants are: C[O:2][C:3]([C:5]1[N:6]([CH3:23])[N:7]=[C:8]([O:10][CH2:11][C:12]2[C:13]([CH2:19][CH2:20][CH2:21][CH3:22])=[N:14][O:15][C:16]=2[CH2:17][OH:18])[CH:9]=1)=[O:4].[OH-].[Na+]. (2) Given the product [C:7](/[C:6](/[C:3]1[CH:4]=[CH:5][S:1][CH:2]=1)=[CH:10]\[C:9]([OH:13])=[O:12])#[N:8], predict the reactants needed to synthesize it. The reactants are: [S:1]1[CH:5]=[CH:4][C:3]([CH2:6][C:7]#[N:8])=[CH:2]1.[C:9]([OH:13])(=[O:12])[CH:10]=O.C(=O)([O-])[O-].[K+].[K+].